The task is: Predict which catalyst facilitates the given reaction.. This data is from Catalyst prediction with 721,799 reactions and 888 catalyst types from USPTO. (1) Reactant: Cl.NO.C([N:6](CC)CC)C.[Cl:11][C:12]1[CH:17]=[C:16]([C:18]#[N:19])[C:15]([Cl:20])=[CH:14][C:13]=1[CH2:21][CH2:22][C:23]([O:25][C:26]([CH3:29])([CH3:28])[CH3:27])=[O:24]. The catalyst class is: 14. Product: [C:18]([C:16]1[C:15]([Cl:20])=[CH:14][C:13]([CH2:21][CH2:22][C:23]([O:25][C:26]([CH3:29])([CH3:28])[CH3:27])=[O:24])=[C:12]([Cl:11])[CH:17]=1)(=[NH:6])[NH2:19]. (2) Reactant: C(N1C=CN=C1)(N1C=CN=C1)=O.[C:13]([NH:21][C:22]([NH:24][C:25]1([C:42]2[CH:47]=[C:46]([Br:48])[CH:45]=[CH:44][C:43]=2[F:49])[CH:29]([CH2:30]O)[CH2:28][N:27]([C:32]([O:34][CH2:35][C:36]2[CH:41]=[CH:40][CH:39]=[CH:38][CH:37]=2)=[O:33])[CH2:26]1)=[S:23])(=[O:20])[C:14]1[CH:19]=[CH:18][CH:17]=[CH:16][CH:15]=1. Product: [C:13]([NH:21][C:22]1[S:23][CH2:30][CH:29]2[CH2:28][N:27]([C:32]([O:34][CH2:35][C:36]3[CH:37]=[CH:38][CH:39]=[CH:40][CH:41]=3)=[O:33])[CH2:26][C:25]2([C:42]2[CH:47]=[C:46]([Br:48])[CH:45]=[CH:44][C:43]=2[F:49])[N:24]=1)(=[O:20])[C:14]1[CH:15]=[CH:16][CH:17]=[CH:18][CH:19]=1. The catalyst class is: 30.